Task: Binary Classification. Given a drug SMILES string, predict its activity (active/inactive) in a high-throughput screening assay against a specified biological target.. Dataset: KCNQ2 potassium channel screen with 302,405 compounds (1) The drug is s1c(NC(=O)C(Oc2ccc(F)cc2)C)nc(c2ncccc2)c1. The result is 0 (inactive). (2) The compound is Fc1cc(C(=O)c2cc3c(n(nc3C)CCO)nc2)c(O)cc1. The result is 0 (inactive). (3) The drug is s1c(C(N2CCN(CC2)C)C(NC(=O)c2ccc(F)cc2)C)ccc1. The result is 0 (inactive). (4) The molecule is O(c1c(C(NC(=O)Nc2ccccc2)C)cc(OC)cc1)C. The result is 1 (active). (5) The compound is [O-][n+]1c/2c(n(c1c1ccccc1)C)CCCC2=N\O. The result is 0 (inactive). (6) The compound is S(c1n(Cc2ccccc2)c(nn1)c1cccnc1)CC(=O)Nc1noc(c1)C. The result is 0 (inactive).